Dataset: Full USPTO retrosynthesis dataset with 1.9M reactions from patents (1976-2016). Task: Predict the reactants needed to synthesize the given product. (1) Given the product [C:1]([O:4][CH2:5][O:6][C:7]1[CH:15]=[CH:14][CH:13]=[CH:12][C:8]=1[C:9]([O:11][O:24][C:22](=[O:23])[C:16]1[CH:21]=[CH:20][CH:19]=[CH:18][CH:17]=1)=[O:10])(=[O:3])[CH3:2], predict the reactants needed to synthesize it. The reactants are: [C:1]([O:4][CH2:5][O:6][C:7]1[CH:15]=[CH:14][CH:13]=[CH:12][C:8]=1[C:9]([OH:11])=[O:10])(=[O:3])[CH3:2].[C:16]1([C:22]([O:24]O)=[O:23])[CH:21]=[CH:20][CH:19]=[CH:18][CH:17]=1.C1(N=C=NC2CCCCC2)CCCCC1. (2) Given the product [NH2:9][C:6]1[C:5]([NH:10][C:14](=[O:15])[O:16][CH3:17])=[CH:4][C:3]([C:2]([F:1])([F:11])[F:12])=[CH:8][N:7]=1, predict the reactants needed to synthesize it. The reactants are: [F:1][C:2]([F:12])([F:11])[C:3]1[CH:4]=[C:5]([NH2:10])[C:6]([NH2:9])=[N:7][CH:8]=1.Cl[C:14]([O:16][CH3:17])=[O:15]. (3) Given the product [Br:1][C:2]1[CH:11]=[C:6]2[C:5](=[CH:4][CH:3]=1)[NH:12][C:13](=[O:22])[C:14]([C:15]1[CH:20]=[CH:19][CH:18]=[CH:17][C:16]=1[Cl:21])=[C:7]2[OH:9], predict the reactants needed to synthesize it. The reactants are: [Br:1][C:2]1[CH:3]=[CH:4][C:5]([NH:12][C:13](=[O:22])[CH2:14][C:15]2[CH:20]=[CH:19][CH:18]=[CH:17][C:16]=2[Cl:21])=[C:6]([CH:11]=1)[C:7]([O:9]C)=O.BrC1C=CC(NC(=O)CC2C=CC=CC=2)=C(C=1)C([O-])=O.BrC1C=C2C(=CC=1)NC(=O)C(C1C=CC=CC=1)=C2O. (4) Given the product [CH2:1]([O:8][C:9]1[CH:51]=[CH:50][CH:49]=[CH:48][C:10]=1[CH2:11][C:12]1[C:13]([O:24][C@@H:25]2[O:42][C@H:41]([CH2:43][OH:44])[C@@H:36]([OH:37])[C@H:31]([OH:32])[C@H:26]2[OH:27])=[N:14][NH:15][C:16]=1[C:17]([F:23])([F:22])[C:18]([F:19])([F:21])[F:20])[C:2]1[CH:7]=[CH:6][CH:5]=[CH:4][CH:3]=1, predict the reactants needed to synthesize it. The reactants are: [CH2:1]([O:8][C:9]1[CH:51]=[CH:50][CH:49]=[CH:48][C:10]=1[CH2:11][C:12]1[C:13]([O:24][C@@H:25]2[O:42][C@H:41]([CH2:43][O:44]C(=O)C)[C@@H:36]([O:37]C(=O)C)[C@H:31]([O:32]C(=O)C)[C@H:26]2[O:27]C(=O)C)=[N:14][NH:15][C:16]=1[C:17]([F:23])([F:22])[C:18]([F:21])([F:20])[F:19])[C:2]1[CH:7]=[CH:6][CH:5]=[CH:4][CH:3]=1.C[O-].[Na+].